From a dataset of NCI-60 drug combinations with 297,098 pairs across 59 cell lines. Regression. Given two drug SMILES strings and cell line genomic features, predict the synergy score measuring deviation from expected non-interaction effect. Drug 1: CN(CCCl)CCCl.Cl. Drug 2: CC1C(C(CC(O1)OC2CC(CC3=C2C(=C4C(=C3O)C(=O)C5=C(C4=O)C(=CC=C5)OC)O)(C(=O)CO)O)N)O.Cl. Cell line: SW-620. Synergy scores: CSS=50.6, Synergy_ZIP=-6.93, Synergy_Bliss=-8.04, Synergy_Loewe=-1.62, Synergy_HSA=-0.409.